Dataset: Full USPTO retrosynthesis dataset with 1.9M reactions from patents (1976-2016). Task: Predict the reactants needed to synthesize the given product. (1) Given the product [CH2:12]([O:1][C:2]1[CH:11]=[CH:10][C:5]2[S:6][C:7](=[O:9])[O:8][C:4]=2[CH:3]=1)[C:13]1[CH:18]=[CH:17][CH:16]=[CH:15][CH:14]=1, predict the reactants needed to synthesize it. The reactants are: [OH:1][C:2]1[CH:11]=[CH:10][C:5]2[S:6][C:7](=[O:9])[O:8][C:4]=2[CH:3]=1.[CH2:12](O)[C:13]1[CH:18]=[CH:17][CH:16]=[CH:15][CH:14]=1.C1(P(C2C=CC=CC=2)C2C=CC=CC=2)C=CC=CC=1.CC(OC(/N=N/C(OC(C)C)=O)=O)C. (2) The reactants are: C(O[CH:5]1[CH:10]([O:11][C:12](=[O:14])[CH3:13])[CH:9]([O:15][C:16](=[O:18])[CH3:17])[CH:8]([O:19][C:20](=[O:22])[CH3:21])[CH:7]([CH2:23][O:24][C:25](=[O:27])[CH3:26])[O:6]1)(=O)C.Br.[CH3:29][OH:30].C(N(C(C)C)CC)(C)C. Given the product [C:20]([O:19][CH:8]1[CH:7]([CH2:23][O:24][C:25](=[O:27])[CH3:26])[O:6][CH:5]2[O:14][C:12]([O:30][CH3:29])([CH3:13])[O:11][CH:10]2[CH:9]1[O:15][C:16](=[O:18])[CH3:17])(=[O:22])[CH3:21], predict the reactants needed to synthesize it. (3) The reactants are: C([O:5][C:6](=[O:26])[CH2:7][O:8][CH2:9][C:10]1[CH:15]=[C:14]([S:16]([N:19]2[CH2:24][CH2:23][CH2:22][CH2:21][CH2:20]2)(=[O:18])=[O:17])[CH:13]=[CH:12][C:11]=1[Cl:25])(C)(C)C. Given the product [Cl:25][C:11]1[CH:12]=[CH:13][C:14]([S:16]([N:19]2[CH2:24][CH2:23][CH2:22][CH2:21][CH2:20]2)(=[O:17])=[O:18])=[CH:15][C:10]=1[CH2:9][O:8][CH2:7][C:6]([OH:26])=[O:5], predict the reactants needed to synthesize it. (4) Given the product [C:4]1(=[O:3])[C:9]2[C:8](=[CH:17][CH:16]=[C:15]3[CH:14]=[CH:13][CH:12]=[CH:11][C:10]3=2)[CH2:7][CH2:6][NH:5]1, predict the reactants needed to synthesize it. The reactants are: C([O:3][C:4](=O)[NH:5][CH2:6][CH2:7][C:8]1[CH:17]=[CH:16][C:15]2[C:10](=[CH:11][CH:12]=[CH:13][CH:14]=2)[CH:9]=1)C.O=P12OP3(OP(OP(O3)(O1)=O)(=O)O2)=O. (5) Given the product [CH3:1][C@@H:2]1[O:7][C:6]2[N:8]=[CH:9][C:10]([C:12]([OH:14])=[O:13])=[CH:11][C:5]=2[NH:4][C:3]1=[O:16], predict the reactants needed to synthesize it. The reactants are: [CH3:1][C@@H:2]1[O:7][C:6]2[N:8]=[CH:9][C:10]([C:12]([O:14]C)=[O:13])=[CH:11][C:5]=2[NH:4][C:3]1=[O:16].[OH-].[Na+].Cl. (6) Given the product [Cl:1][C:2]1[N:7]=[CH:6][C:5]([S:8][C:9]2[N:13]([C:14]3[CH:19]=[CH:18][CH:17]=[CH:16][C:15]=3[CH3:20])[N:12]=[C:11]([C:21]([NH:27][CH3:26])=[O:22])[CH:10]=2)=[CH:4][CH:3]=1, predict the reactants needed to synthesize it. The reactants are: [Cl:1][C:2]1[N:7]=[CH:6][C:5]([S:8][C:9]2[N:13]([C:14]3[CH:19]=[CH:18][CH:17]=[CH:16][C:15]=3[CH3:20])[N:12]=[C:11]([C:21](OCC)=[O:22])[CH:10]=2)=[CH:4][CH:3]=1.[CH3:26][NH2:27].CO.